This data is from Peptide-MHC class I binding affinity with 185,985 pairs from IEDB/IMGT. The task is: Regression. Given a peptide amino acid sequence and an MHC pseudo amino acid sequence, predict their binding affinity value. This is MHC class I binding data. The peptide sequence is SLFNTVATL. The MHC is HLA-A68:02 with pseudo-sequence HLA-A68:02. The binding affinity (normalized) is 0.0921.